Dataset: Catalyst prediction with 721,799 reactions and 888 catalyst types from USPTO. Task: Predict which catalyst facilitates the given reaction. (1) Product: [Br:27][C:5]1[C:6]([N:11]2[CH2:16][CH2:15][N:14]([C:17](=[O:26])[CH2:18][O:19][C:20]3[CH:25]=[CH:24][CH:23]=[CH:22][CH:21]=3)[CH2:13][CH2:12]2)=[C:7]2[N:8]=[C:34]([C:33]3[CH:36]=[CH:37][C:30]([N:29]([CH3:38])[CH3:28])=[CH:31][CH:32]=3)[NH:1][C:2]2=[N:3][CH:4]=1. The catalyst class is: 8. Reactant: [NH2:1][C:2]1[C:7]([N+:8]([O-])=O)=[C:6]([N:11]2[CH2:16][CH2:15][N:14]([C:17](=[O:26])[CH2:18][O:19][C:20]3[CH:25]=[CH:24][CH:23]=[CH:22][CH:21]=3)[CH2:13][CH2:12]2)[C:5]([Br:27])=[CH:4][N:3]=1.[CH3:28][N:29]([CH3:38])[C:30]1[CH:37]=[CH:36][C:33]([CH:34]=O)=[CH:32][CH:31]=1.[O-]S(S([O-])=O)=O.[Na+].[Na+]. (2) Reactant: Cl[C:2]1[C:11]2[C:6](=[CH:7][C:8]([CH3:12])=[CH:9][CH:10]=2)[N:5]=[C:4]([C:13]2[CH:18]=[CH:17][CH:16]=[CH:15][C:14]=2[OH:19])[N:3]=1.[NH:20]1[CH2:25][CH2:24][CH2:23][C@@H:22]([NH:26][C:27](=[O:33])[O:28][C:29]([CH3:32])([CH3:31])[CH3:30])[CH2:21]1.C(N(CC)CC)C. Product: [OH:19][C:14]1[CH:15]=[CH:16][CH:17]=[CH:18][C:13]=1[C:4]1[N:3]=[C:2]([N:20]2[CH2:25][CH2:24][CH2:23][C@@H:22]([NH:26][C:27](=[O:33])[O:28][C:29]([CH3:31])([CH3:30])[CH3:32])[CH2:21]2)[C:11]2[C:6](=[CH:7][C:8]([CH3:12])=[CH:9][CH:10]=2)[N:5]=1. The catalyst class is: 2. (3) Reactant: Cl[C:2]1[C:3]2[C:10]([C:11]3[CH:16]=[CH:15][C:14]([O:17][CH3:18])=[C:13]([Cl:19])[C:12]=3[CH3:20])=[C:9]([C:21]3[CH:26]=[CH:25][C:24]([F:27])=[C:23]([O:28][CH2:29][O:30][CH3:31])[CH:22]=3)[S:8][C:4]=2[N:5]=[CH:6][N:7]=1.[OH:32][C@H:33]([CH2:39][C:40]1[CH:45]=[CH:44][CH:43]=[CH:42][C:41]=1[O:46][CH2:47][C:48]1[CH:53]=[CH:52][N:51]=[C:50]([O:54][CH3:55])[N:49]=1)[C:34]([O:36][CH2:37][CH3:38])=[O:35].C(O)(C)(C)C.Cl. Product: [Cl:19][C:13]1[C:12]([CH3:20])=[C:11]([C:10]2[C:3]3[C:2]([O:32][C@H:33]([CH2:39][C:40]4[CH:45]=[CH:44][CH:43]=[CH:42][C:41]=4[O:46][CH2:47][C:48]4[CH:53]=[CH:52][N:51]=[C:50]([O:54][CH3:55])[N:49]=4)[C:34]([O:36][CH2:37][CH3:38])=[O:35])=[N:7][CH:6]=[N:5][C:4]=3[S:8][C:9]=2[C:21]2[CH:26]=[CH:25][C:24]([F:27])=[C:23]([O:28][CH2:29][O:30][CH3:31])[CH:22]=2)[CH:16]=[CH:15][C:14]=1[O:17][CH3:18]. The catalyst class is: 6. (4) Reactant: [CH3:1][C:2]1[S:6][C:5]([C:7]([O:9]C)=[O:8])=[CH:4][C:3]=1[C:11]1[N:15]([CH3:16])[N:14]=[CH:13][CH:12]=1.[OH-].[Na+].Cl. Product: [CH3:1][C:2]1[S:6][C:5]([C:7]([OH:9])=[O:8])=[CH:4][C:3]=1[C:11]1[N:15]([CH3:16])[N:14]=[CH:13][CH:12]=1. The catalyst class is: 7. (5) Reactant: Cl[C:2]1[N:7]=[CH:6][N:5]=[C:4]([C:8]2[CH:9]=[C:10]([NH:14][C:15]([NH:17][C:18]3[CH:23]=[CH:22][C:21]([C:24]([F:27])([F:26])[F:25])=[CH:20][CH:19]=3)=[O:16])[CH:11]=[CH:12][CH:13]=2)[C:3]=1[C:28]#[N:29].[SH:30][CH2:31][C:32]([NH2:34])=[O:33].C([O-])([O-])=O.[K+].[K+]. Product: [C:32]([CH2:31][S:30][C:2]1[N:7]=[CH:6][N:5]=[C:4]([C:8]2[CH:9]=[C:10]([NH:14][C:15]([NH:17][C:18]3[CH:23]=[CH:22][C:21]([C:24]([F:27])([F:26])[F:25])=[CH:20][CH:19]=3)=[O:16])[CH:11]=[CH:12][CH:13]=2)[C:3]=1[C:28]#[N:29])(=[O:33])[NH2:34]. The catalyst class is: 8. (6) Reactant: [C:1]1([CH3:12])[CH:6]=[CH:5][C:4]([O:7][CH2:8][C:9]([Cl:11])=[O:10])=[CH:3][CH:2]=1.[CH:13]1(C2C=CC(OCC(O)=O)=CC=2)[CH2:18][CH2:17]C[CH2:15][CH2:14]1.O=S(Cl)Cl. Product: [CH:12]1([C:1]2[CH:6]=[CH:5][C:4]([O:7][CH2:8][C:9]([Cl:11])=[O:10])=[CH:3][CH:2]=2)[CH2:17][CH2:18][CH2:13][CH2:14][CH2:15]1. The catalyst class is: 48. (7) Reactant: [NH2:1][C:2]1[C:3]([C:12]([C:14]2[CH:19]=[CH:18][CH:17]=[C:16]([F:20])[CH:15]=2)=O)=[CH:4][CH:5]=[C:6]2[C:11]=1[N:10]=[CH:9][CH:8]=[CH:7]2.[CH3:21][NH:22][S:23](Cl)(=[O:25])=[O:24].[BH4-].[Na+]. Product: [F:20][C:16]1[CH:15]=[C:14]([CH:12]2[C:3]3[CH:4]=[CH:5][C:6]4[C:11](=[N:10][CH:9]=[CH:8][CH:7]=4)[C:2]=3[NH:1][S:23](=[O:25])(=[O:24])[N:22]2[CH3:21])[CH:19]=[CH:18][CH:17]=1. The catalyst class is: 17. (8) Reactant: [Cl:1][C:2]1[CH:8]=[CH:7][C:5]([NH2:6])=[CH:4][CH:3]=1.[N:9]([O-])=O.[Na+]. Product: [Cl-:1].[Cl:1][C:2]1[CH:8]=[CH:7][C:5]([N+:6]#[N:9])=[CH:4][CH:3]=1. The catalyst class is: 6. (9) Reactant: [ClH:1].Cl.C([S:6][CH:7]1[CH2:12][CH2:11][N:10]([CH:13]([C:19]2[CH:24]=[CH:23][CH:22]=[CH:21][C:20]=2[F:25])[C:14]([CH:16]2[CH2:18][CH2:17]2)=[O:15])[CH2:9]/[C:8]/1=[CH:26]\[C:27]1[N:31]([CH2:32][CH2:33][CH2:34][C:35]([O:37][CH2:38][CH3:39])=[O:36])[N:30]=[N:29][CH:28]=1)(=O)C.C(OCC)(=O)C.C(=O)([O-])O.[Na+]. Product: [ClH:1].[CH:16]1([C:14](=[O:15])[CH:13]([N:10]2[CH2:11][CH2:12][CH:7]([SH:6])/[C:8](=[CH:26]/[C:27]3[N:31]([CH2:32][CH2:33][CH2:34][C:35]([O:37][CH2:38][CH3:39])=[O:36])[N:30]=[N:29][CH:28]=3)/[CH2:9]2)[C:19]2[CH:24]=[CH:23][CH:22]=[CH:21][C:20]=2[F:25])[CH2:17][CH2:18]1. The catalyst class is: 8. (10) Reactant: [N+:1]([C:4]1[CH:5]=[C:6]([N:10]=[C:11]=[S:12])[CH:7]=[CH:8][CH:9]=1)([O-:3])=[O:2].[C:13]1([CH3:22])[CH:18]=[C:17]([CH3:19])[CH:16]=[C:15]([CH3:20])[C:14]=1[NH2:21]. Product: [N+:1]([C:4]1[CH:5]=[C:6]([NH:10][C:11]([NH:21][C:14]2[C:15]([CH3:20])=[CH:16][C:17]([CH3:19])=[CH:18][C:13]=2[CH3:22])=[S:12])[CH:7]=[CH:8][CH:9]=1)([O-:3])=[O:2]. The catalyst class is: 5.